Dataset: Catalyst prediction with 721,799 reactions and 888 catalyst types from USPTO. Task: Predict which catalyst facilitates the given reaction. (1) Reactant: C(O[C:6]([N:8]1[CH2:13][CH2:12][N:11]([C:14]2[C:19]([N+:20]([O-:22])=[O:21])=[CH:18][CH:17]=[CH:16][C:15]=2[N+:23]([O-:25])=[O:24])[CH2:10][CH2:9]1)=O)(C)(C)C.FC(F)(F)C(O)=O.[CH3:33][S:34]([N:37]1[CH2:42][CH2:41][C:40]2[N:43]([CH2:56][CH:57]3C[O:58]3)[N:44]=[C:45]([C:46]3[CH:51]=[CH:50][C:49]([C:52]([F:55])([F:54])[F:53])=[CH:48][CH:47]=3)[C:39]=2[CH2:38]1)(=[O:36])=[O:35]. Product: [N+:23]([C:15]1[CH:16]=[CH:17][CH:18]=[C:19]([N+:20]([O-:22])=[O:21])[C:14]=1[N:11]1[CH2:10][CH2:9][N:8]([CH2:6][CH:57]([OH:58])[CH2:56][N:43]2[C:40]3[CH2:41][CH2:42][N:37]([S:34]([CH3:33])(=[O:36])=[O:35])[CH2:38][C:39]=3[C:45]([C:46]3[CH:51]=[CH:50][C:49]([C:52]([F:54])([F:55])[F:53])=[CH:48][CH:47]=3)=[N:44]2)[CH2:13][CH2:12]1)([O-:25])=[O:24]. The catalyst class is: 2. (2) Reactant: C(N(C(C)C)C(C)C)C.[NH2:10][C:11]1[CH:12]=[CH:13][C:14]([F:41])=[C:15]([C@:17]23[CH2:25][O:24][C@H:23]([C:26]([F:29])([F:28])[F:27])[C@H:22]2[C:21](=[O:30])[N:20]([CH2:31][CH3:32])[C:19]([NH:33][C:34](=[O:40])[O:35][C:36]([CH3:39])([CH3:38])[CH3:37])=[N:18]3)[CH:16]=1.[F:42][CH:43]([F:53])[C:44]1[N:45]=[CH:46][C:47]([C:50](O)=[O:51])=[N:48][CH:49]=1.F[P-](F)(F)(F)(F)F.N1(O[P+](N2CCCC2)(N2CCCC2)N2CCCC2)C2C=CC=CC=2N=N1. Product: [F:53][CH:43]([F:42])[C:44]1[N:45]=[CH:46][C:47]([C:50]([NH:10][C:11]2[CH:12]=[CH:13][C:14]([F:41])=[C:15]([C@:17]34[CH2:25][O:24][C@H:23]([C:26]([F:29])([F:27])[F:28])[C@H:22]3[C:21](=[O:30])[N:20]([CH2:31][CH3:32])[C:19]([NH:33][C:34](=[O:40])[O:35][C:36]([CH3:37])([CH3:39])[CH3:38])=[N:18]4)[CH:16]=2)=[O:51])=[N:48][CH:49]=1. The catalyst class is: 2. (3) Reactant: Cl[CH2:2][C:3]1[CH:4]=[C:5]([CH:41]=[CH:42][CH:43]=1)[C:6]([NH:8][C:9]1[CH:14]=[CH:13][C:12]([N:15]2[CH2:20][CH2:19][CH2:18][CH2:17][CH2:16]2)=[CH:11][C:10]=1[C:21]1[CH:22]=[C:23]([CH:38]=[CH:39][N:40]=1)[C:24]([NH:26][CH2:27][C:28]1[CH:33]=[CH:32][CH:31]=[C:30]([C:34]([F:37])([F:36])[F:35])[CH:29]=1)=[O:25])=[O:7].[NH:44]1[CH2:49][CH2:48][CH:47]([CH2:50][CH2:51][OH:52])[CH2:46][CH2:45]1.C([O-])([O-])=O.[K+].[K+]. Product: [OH:52][CH2:51][CH2:50][CH:47]1[CH2:48][CH2:49][N:44]([CH2:2][C:3]2[CH:4]=[C:5]([CH:41]=[CH:42][CH:43]=2)[C:6]([NH:8][C:9]2[CH:14]=[CH:13][C:12]([N:15]3[CH2:20][CH2:19][CH2:18][CH2:17][CH2:16]3)=[CH:11][C:10]=2[C:21]2[CH:22]=[C:23]([CH:38]=[CH:39][N:40]=2)[C:24]([NH:26][CH2:27][C:28]2[CH:33]=[CH:32][CH:31]=[C:30]([C:34]([F:37])([F:36])[F:35])[CH:29]=2)=[O:25])=[O:7])[CH2:45][CH2:46]1. The catalyst class is: 3.